This data is from Full USPTO retrosynthesis dataset with 1.9M reactions from patents (1976-2016). The task is: Predict the reactants needed to synthesize the given product. (1) Given the product [ClH:30].[ClH:30].[CH2:28]([NH:27][CH2:26][C:23]1[CH:22]=[CH:21][C:20]([CH2:19][N:16]2[CH2:15][CH2:14][N:13]([C:8]3[C:7]([C:5]([O:4][CH:2]([CH3:1])[CH3:3])=[O:6])=[CH:12][CH:11]=[CH:10][N:9]=3)[CH2:18][CH2:17]2)=[CH:25][CH:24]=1)[CH3:29], predict the reactants needed to synthesize it. The reactants are: [CH3:1][CH:2]([O:4][C:5]([C:7]1[C:8]([N:13]2[CH2:18][CH2:17][N:16]([CH2:19][C:20]3[CH:25]=[CH:24][C:23]([CH2:26][NH:27][CH2:28][CH3:29])=[CH:22][CH:21]=3)[CH2:15][CH2:14]2)=[N:9][CH:10]=[CH:11][CH:12]=1)=[O:6])[CH3:3].[ClH:30].O1CCOCC1. (2) Given the product [C:1]([O:5][C:6](=[O:20])[NH:7][CH2:8][CH2:9][N:10]1[C:18]2[C:17]([NH:25][C:24]3[CH:26]=[CH:27][C:28]([O:29][C:30]4[CH:35]=[CH:34][CH:33]=[C:32]([O:36][C:37]5[CH:42]=[CH:41][CH:40]=[CH:39][CH:38]=5)[CH:31]=4)=[C:22]([Cl:21])[CH:23]=3)=[N:16][CH:15]=[N:14][C:13]=2[CH:12]=[CH:11]1)([CH3:4])([CH3:3])[CH3:2], predict the reactants needed to synthesize it. The reactants are: [C:1]([O:5][C:6](=[O:20])[NH:7][CH2:8][CH2:9][N:10]1[C:18]2[C:17](Cl)=[N:16][CH:15]=[N:14][C:13]=2[CH:12]=[CH:11]1)([CH3:4])([CH3:3])[CH3:2].[Cl:21][C:22]1[CH:23]=[C:24]([CH:26]=[CH:27][C:28]=1[O:29][C:30]1[CH:35]=[CH:34][CH:33]=[C:32]([O:36][C:37]2[CH:42]=[CH:41][CH:40]=[CH:39][CH:38]=2)[CH:31]=1)[NH2:25].C(=O)(O)[O-].[Na+]. (3) Given the product [Br:22][C:20]1[CH:19]=[CH:18][C:17]([NH:23][C:24]2[CH:29]=[CH:28][C:27]([C:30]([C:32]3[CH:37]=[CH:36][CH:35]=[CH:34][C:33]=3[CH3:38])=[O:31])=[C:26]([Cl:39])[CH:25]=2)=[C:16]([CH2:15][O:14][CH2:13][CH2:12][I:41])[CH:21]=1, predict the reactants needed to synthesize it. The reactants are: CC1C=CC(S(O[CH2:12][CH2:13][O:14][CH2:15][C:16]2[CH:21]=[C:20]([Br:22])[CH:19]=[CH:18][C:17]=2[NH:23][C:24]2[CH:29]=[CH:28][C:27]([C:30]([C:32]3[CH:37]=[CH:36][CH:35]=[CH:34][C:33]=3[CH3:38])=[O:31])=[C:26]([Cl:39])[CH:25]=2)(=O)=O)=CC=1.[Na+].[I-:41]. (4) Given the product [C:14]([NH:13][C:11]([C:10]1[C:4]2[C:5](=[N:6][CH:7]=[C:2]([NH:34][C:33]3[CH:32]=[CH:31][C:30]([S:27]([CH3:26])(=[O:29])=[O:28])=[CH:36][CH:35]=3)[N:3]=2)[N:8]([CH2:18][O:19][CH2:20][CH2:21][Si:22]([CH3:25])([CH3:24])[CH3:23])[CH:9]=1)=[O:12])([CH3:17])([CH3:16])[CH3:15], predict the reactants needed to synthesize it. The reactants are: Br[C:2]1[N:3]=[C:4]2[C:10]([C:11]([NH:13][C:14]([CH3:17])([CH3:16])[CH3:15])=[O:12])=[CH:9][N:8]([CH2:18][O:19][CH2:20][CH2:21][Si:22]([CH3:25])([CH3:24])[CH3:23])[C:5]2=[N:6][CH:7]=1.[CH3:26][S:27]([C:30]1[CH:36]=[CH:35][C:33]([NH2:34])=[CH:32][CH:31]=1)(=[O:29])=[O:28].CC1(C)C2C(=C(P(C3C=CC=CC=3)C3C=CC=CC=3)C=CC=2)OC2C(P(C3C=CC=CC=3)C3C=CC=CC=3)=CC=CC1=2.C(=O)([O-])[O-].[Cs+].[Cs+]. (5) Given the product [Br:6][C:7]1[N:8]([C:12]2[CH:19]=[CH:18][C:15]([C:16]#[N:17])=[CH:14][C:13]=2[CH3:20])[C:9]([CH:21]=[O:22])=[CH:10][CH:11]=1, predict the reactants needed to synthesize it. The reactants are: P(Cl)(Cl)(Cl)=O.[Br:6][C:7]1[N:8]([C:12]2[CH:19]=[CH:18][C:15]([C:16]#[N:17])=[CH:14][C:13]=2[CH3:20])[CH:9]=[CH:10][CH:11]=1.[C:21](=O)([O-])[O-:22].[Na+].[Na+]. (6) Given the product [C:30]([O:29][C:28](=[O:34])[NH:27][C:21]([CH3:26])([CH2:22][CH:23]([CH3:24])[CH3:25])[CH2:20][O:19][C:2]1[CH:3]=[CH:4][C:5]2[C:14]3[C:9](=[C:10]([CH3:15])[N:11]=[CH:12][CH:13]=3)[C:8](=[O:16])[N:7]([CH3:17])[C:6]=2[CH:18]=1)([CH3:33])([CH3:32])[CH3:31], predict the reactants needed to synthesize it. The reactants are: Cl[C:2]1[CH:3]=[CH:4][C:5]2[C:14]3[C:9](=[C:10]([CH3:15])[N:11]=[CH:12][CH:13]=3)[C:8](=[O:16])[N:7]([CH3:17])[C:6]=2[CH:18]=1.[OH:19][CH2:20][C:21]([NH:27][C:28](=[O:34])[O:29][C:30]([CH3:33])([CH3:32])[CH3:31])([CH3:26])[CH2:22][CH:23]([CH3:25])[CH3:24].